Dataset: Full USPTO retrosynthesis dataset with 1.9M reactions from patents (1976-2016). Task: Predict the reactants needed to synthesize the given product. (1) Given the product [Cl:1][C:2]1[CH:3]=[CH:4][C:5]2[N:11]3[CH:12]=[CH:13][CH:14]=[C:10]3[C@@H:9]([CH2:15][CH2:16][C:17]3[CH2:18][C:19](=[O:20])[N:37]([CH2:39][C:40]([O:42][CH2:43][CH3:44])=[O:41])[N:38]=3)[O:8][C@H:7]([C:25]3[CH:30]=[CH:29][CH:28]=[C:27]([O:31][CH3:32])[C:26]=3[O:33][CH3:34])[C:6]=2[CH:35]=1, predict the reactants needed to synthesize it. The reactants are: [Cl:1][C:2]1[CH:3]=[CH:4][C:5]2[N:11]3[CH:12]=[CH:13][CH:14]=[C:10]3[C@@H:9]([CH2:15][CH2:16][C:17](=O)[CH2:18][C:19](OCC)=[O:20])[O:8][C@H:7]([C:25]3[CH:30]=[CH:29][CH:28]=[C:27]([O:31][CH3:32])[C:26]=3[O:33][CH3:34])[C:6]=2[CH:35]=1.Cl.[NH:37]([CH2:39][C:40]([OH:42])=[O:41])[NH2:38].[CH2:43](N(CC)CC)[CH3:44].C(Cl)(Cl)Cl. (2) Given the product [CH3:1][O:2][C:3]1[CH:4]=[C:5]([CH2:9][CH2:10][NH:12][C:13]2[CH:18]=[CH:17][CH:16]=[CH:15][CH:14]=2)[CH:6]=[CH:7][CH:8]=1, predict the reactants needed to synthesize it. The reactants are: [CH3:1][O:2][C:3]1[CH:4]=[C:5]([CH2:9][C:10]([NH:12][C:13]2[CH:18]=[CH:17][CH:16]=[CH:15][CH:14]=2)=O)[CH:6]=[CH:7][CH:8]=1.[H-].[Al+3].[Li+].[H-].[H-].[H-]. (3) Given the product [Cl:18][C:15]1[CH:16]=[CH:17][C:12]([C:10]2[C:9]3[C:4](=[CH:5][CH:6]=[CH:7][CH:8]=3)[C:3](=[O:19])[N:2]([NH:1][C:29](=[O:30])[CH2:28][C:24]3[CH:25]=[CH:26][CH:27]=[C:22]([C:21]([F:32])([F:20])[F:33])[CH:23]=3)[N:11]=2)=[CH:13][CH:14]=1, predict the reactants needed to synthesize it. The reactants are: [NH2:1][N:2]1[N:11]=[C:10]([C:12]2[CH:17]=[CH:16][C:15]([Cl:18])=[CH:14][CH:13]=2)[C:9]2[C:4](=[CH:5][CH:6]=[CH:7][CH:8]=2)[C:3]1=[O:19].[F:20][C:21]([F:33])([F:32])[C:22]1[CH:23]=[C:24]([CH2:28][C:29](O)=[O:30])[CH:25]=[CH:26][CH:27]=1. (4) The reactants are: [Br:1][C:2]1[CH:11]=[C:10]2[C:5]([CH:6]=[CH:7][C:8]([O:12][CH:13]([CH2:17][CH3:18])[C:14]([OH:16])=O)=[CH:9]2)=[CH:4][CH:3]=1.[I-].ClC1C=CC=C[N+]=1C.C(N(CC)C(C)C)(C)C.[NH2:37][C:38]([CH3:42])([CH3:41])[CH2:39][OH:40]. Given the product [Br:1][C:2]1[CH:11]=[C:10]2[C:5]([CH:6]=[CH:7][C:8]([O:12][CH:13]([CH2:17][CH3:18])[C:14]([NH:37][C:38]([CH3:42])([CH3:41])[CH2:39][OH:40])=[O:16])=[CH:9]2)=[CH:4][CH:3]=1, predict the reactants needed to synthesize it.